Binary Classification. Given a drug SMILES string, predict its activity (active/inactive) in a high-throughput screening assay against a specified biological target. From a dataset of HIV replication inhibition screening data with 41,000+ compounds from the AIDS Antiviral Screen. (1) The result is 0 (inactive). The drug is COC(=O)C1=CCS(=O)(=O)C1. (2) The molecule is C[N+]1(C)CCC(OC(=O)C(O)(c2ccccc2)C2CCCC2)C1. The result is 0 (inactive). (3) The molecule is Cn1c(Nc2ccccc2)c(C=Nc2ccccc2)c(=O)n(C)c1=O. The result is 0 (inactive). (4) The compound is CC1(C(N)=O)OC12CCCCC2. The result is 0 (inactive). (5) The drug is Nc1ncnc2c1ccn2CC=CCO. The result is 0 (inactive). (6) The compound is COC1(OC)CC(CO)(COc2cc(Cl)nc(N)n2)C1. The result is 0 (inactive). (7) The molecule is Oc1c(Br)cc(Br)cc1C=CNC(=S)NC1CC2CC1C1C=CCC21. The result is 0 (inactive).